Predict the reaction yield, written as a fraction of the theoretical maximum amount of product (1.0 means a 100% yield; for example, 0.34 means a 34% yield). From a dataset of Reaction yield outcomes from USPTO patents with 853,638 reactions. (1) The reactants are [CH:1]([C:3]1[CH:4]=[C:5]2[C:10](=[CH:11][CH:12]=1)[C:9](=[O:13])[NH:8][N:7]=[CH:6]2)=[CH2:2].C([O-])([O-])=O.[Cs+].[Cs+].Br[CH2:21][C:22]([O:24][CH2:25][CH3:26])=[O:23]. The catalyst is CN(C=O)C. The product is [O:13]=[C:9]1[C:10]2[C:5](=[CH:4][C:3]([CH:1]=[CH2:2])=[CH:12][CH:11]=2)[CH:6]=[N:7][N:8]1[CH2:21][C:22]([O:24][CH2:25][CH3:26])=[O:23]. The yield is 0.450. (2) The reactants are O.Cl.[NH:3]1[CH2:8][CH2:7][C:6](=[O:9])[CH2:5][CH2:4]1.[CH3:10][O:11][C:12](=[O:25])[CH:13]=[C:14]1[CH2:17][N:16]([C:18]([O:20][C:21]([CH3:24])([CH3:23])[CH3:22])=[O:19])[CH2:15]1.N12CCCN=C1CCCCC2. The catalyst is C(#N)C.CCOC(C)=O. The product is [CH3:10][O:11][C:12](=[O:25])[CH2:13][C:14]1([N:3]2[CH2:8][CH2:7][C:6](=[O:9])[CH2:5][CH2:4]2)[CH2:17][N:16]([C:18]([O:20][C:21]([CH3:23])([CH3:22])[CH3:24])=[O:19])[CH2:15]1. The yield is 0.660. (3) The reactants are Cl.Cl.[Cl:3][C:4]1[CH:9]=[CH:8][C:7]([C@@H:10]2[CH2:15][N:14]([CH3:16])[CH2:13][CH2:12][N:11]2CC=C)=[CH:6][CH:5]=1.C1(C)C=CC=CC=1.[OH-].[Na+]. The catalyst is O.[Ru](Cl)(Cl)Cl. The product is [Cl:3][C:4]1[CH:5]=[CH:6][C:7]([C@H:10]2[NH:11][CH2:12][CH2:13][N:14]([CH3:16])[CH2:15]2)=[CH:8][CH:9]=1. The yield is 0.650. (4) The reactants are [NH2:1][C:2]1[CH:3]=[C:4]([CH:17]=[CH:18][CH:19]=1)[O:5][C:6]1[C:15]2[NH:14][C:13](=[O:16])[CH:12]=[N:11][C:10]=2[N:9]=[CH:8][CH:7]=1.[F:20][C:21]1[CH:26]=[CH:25][C:24]([C:27]([F:30])([F:29])[F:28])=[CH:23][C:22]=1[N:31]=[C:32]=[O:33]. No catalyst specified. The product is [F:20][C:21]1[CH:26]=[CH:25][C:24]([C:27]([F:30])([F:29])[F:28])=[CH:23][C:22]=1[NH:31][C:32]([NH:1][C:2]1[CH:19]=[CH:18][CH:17]=[C:4]([O:5][C:6]2[C:15]3[NH:14][C:13](=[O:16])[CH:12]=[N:11][C:10]=3[N:9]=[CH:8][CH:7]=2)[CH:3]=1)=[O:33]. The yield is 0.730. (5) The reactants are [Cl:1][C:2]1[CH:3]=[C:4]([Cl:29])[C:5]2[C:6]3[CH2:21][CH2:20][N:19]([C:22]([O:24][C:25]([CH3:28])([CH3:27])[CH3:26])=[O:23])[CH2:18][CH2:17][C:7]=3[N:8]([CH2:11][C:12](OCC)=[O:13])[C:9]=2[CH:10]=1.[Li+].[BH4-].[OH-].[Na+].CCOC(C)=O. The catalyst is C1COCC1.O. The product is [Cl:1][C:2]1[CH:3]=[C:4]([Cl:29])[C:5]2[C:6]3[CH2:21][CH2:20][N:19]([C:22]([O:24][C:25]([CH3:27])([CH3:26])[CH3:28])=[O:23])[CH2:18][CH2:17][C:7]=3[N:8]([CH2:11][CH2:12][OH:13])[C:9]=2[CH:10]=1. The yield is 0.580. (6) The reactants are CN(C(ON1N=NC2C=CC=NC1=2)=[N+](C)C)C.F[P-](F)(F)(F)(F)F.[CH3:25][C:26]1[CH:31]=[CH:30][CH:29]=[C:28]([CH3:32])[C:27]=1[NH:33][C:34]([NH:36][C:37]1[C:38]([C:47](O)=[O:48])=[CH:39][C:40]2[C:45]([CH:46]=1)=[CH:44][CH:43]=[CH:42][CH:41]=2)=[O:35].[NH:50]1[CH2:61][CH2:60][CH2:59][C@H:51]1[C:52]([O:54][C:55]([CH3:58])([CH3:57])[CH3:56])=[O:53].Cl. The catalyst is CN(C=O)C.C(OCC)(=O)C. The product is [CH3:25][C:26]1[CH:31]=[CH:30][CH:29]=[C:28]([CH3:32])[C:27]=1[NH:33][C:34]([NH:36][C:37]1[C:38]([C:47]([N:50]2[CH2:61][CH2:60][CH2:59][C@H:51]2[C:52]([O:54][C:55]([CH3:57])([CH3:58])[CH3:56])=[O:53])=[O:48])=[CH:39][C:40]2[C:45]([CH:46]=1)=[CH:44][CH:43]=[CH:42][CH:41]=2)=[O:35]. The yield is 0.650. (7) The reactants are [OH:1][CH2:2][C@@H:3]1[O:7][C:6](=[O:8])[CH2:5][CH2:4]1.N1C=CN=C1.[Si:14](Cl)([C:27]([CH3:30])([CH3:29])[CH3:28])([C:21]1[CH:26]=[CH:25][CH:24]=[CH:23][CH:22]=1)[C:15]1[CH:20]=[CH:19][CH:18]=[CH:17][CH:16]=1. The catalyst is CN(C=O)C. The product is [Si:14]([CH:2]([OH:1])[C@@H:3]1[O:7][C:6](=[O:8])[CH2:5][CH2:4]1)([C:27]([CH3:30])([CH3:29])[CH3:28])([C:21]1[CH:22]=[CH:23][CH:24]=[CH:25][CH:26]=1)[C:15]1[CH:20]=[CH:19][CH:18]=[CH:17][CH:16]=1. The yield is 0.980. (8) The reactants are [NH:1]1[C:5]2[CH:6]=[CH:7][CH:8]=[CH:9][C:4]=2[N:3]=[C:2]1[C:10]1[CH:11]=[C:12]([NH:17][C:18]([C:20]2[CH:25]=[CH:24][C:23]([C:26]3[CH:31]=[CH:30][C:29]([C:32]([F:35])([F:34])[F:33])=[CH:28][CH:27]=3)=[CH:22][C:21]=2[OH:36])=[O:19])[CH:13]=[CH:14][C:15]=1[Cl:16].[CH2:37]=O. The catalyst is C(O)(C(F)(F)F)=O. The product is [NH:1]1[C:5]2[CH:6]=[CH:7][CH:8]=[CH:9][C:4]=2[N:3]=[C:2]1[C:10]1[CH:11]=[C:12]([N:17]2[C:18](=[O:19])[C:20]3[CH:25]=[CH:24][C:23]([C:26]4[CH:31]=[CH:30][C:29]([C:32]([F:35])([F:33])[F:34])=[CH:28][CH:27]=4)=[CH:22][C:21]=3[O:36][CH2:37]2)[CH:13]=[CH:14][C:15]=1[Cl:16]. The yield is 0.144.